This data is from Full USPTO retrosynthesis dataset with 1.9M reactions from patents (1976-2016). The task is: Predict the reactants needed to synthesize the given product. Given the product [CH3:23][O:24][C:25]1[N:30]=[C:29]([O:31][CH3:32])[C:28]([C:2]2[N:3]=[C:4]([N:17]3[CH2:22][CH2:21][O:20][CH2:19][CH2:18]3)[C:5]3[S:10][C:9]([CH2:11][N:12]([CH3:16])[C:13](=[O:15])[CH3:14])=[CH:8][C:6]=3[N:7]=2)=[CH:27][N:26]=1, predict the reactants needed to synthesize it. The reactants are: Cl[C:2]1[N:3]=[C:4]([N:17]2[CH2:22][CH2:21][O:20][CH2:19][CH2:18]2)[C:5]2[S:10][C:9]([CH2:11][N:12]([CH3:16])[C:13](=[O:15])[CH3:14])=[CH:8][C:6]=2[N:7]=1.[CH3:23][O:24][C:25]1[N:30]=[C:29]([O:31][CH3:32])[C:28](B2OC(C)(C)C(C)(C)O2)=[CH:27][N:26]=1.